This data is from Peptide-MHC class I binding affinity with 185,985 pairs from IEDB/IMGT. The task is: Regression. Given a peptide amino acid sequence and an MHC pseudo amino acid sequence, predict their binding affinity value. This is MHC class I binding data. (1) The peptide sequence is MVQADSGCVV. The binding affinity (normalized) is 0.0455. The MHC is HLA-B51:01 with pseudo-sequence HLA-B51:01. (2) The peptide sequence is SSLPSYAAY. The MHC is HLA-B40:01 with pseudo-sequence HLA-B40:01. The binding affinity (normalized) is 0.0847. (3) The peptide sequence is PSYVKYRYLCL. The MHC is Mamu-A01 with pseudo-sequence Mamu-A01. The binding affinity (normalized) is 0.386. (4) The peptide sequence is NDNFLMSNV. The MHC is HLA-B40:02 with pseudo-sequence HLA-B40:02. The binding affinity (normalized) is 0.260. (5) The peptide sequence is IVDCLTEMYY. The MHC is HLA-B40:02 with pseudo-sequence HLA-B40:02. The binding affinity (normalized) is 0.138.